Task: Predict the reaction yield, written as a fraction of the theoretical maximum amount of product (1.0 means a 100% yield; for example, 0.34 means a 34% yield).. Dataset: Reaction yield outcomes from USPTO patents with 853,638 reactions (1) The reactants are [CH3:1][O:2][C:3]1[CH:8]=[CH:7][C:6]([CH:9]=[CH2:10])=[CH:5][C:4]=1[NH2:11].[Cl:12][C:13]1[N:18]=[C:17](Cl)[C:16]([Cl:20])=[CH:15][N:14]=1.C(N(C(C)C)C(C)C)C. The catalyst is CN(C=O)C. The product is [Cl:12][C:13]1[N:18]=[C:17]([NH:11][C:4]2[CH:5]=[C:6]([CH:9]=[CH2:10])[CH:7]=[CH:8][C:3]=2[O:2][CH3:1])[C:16]([Cl:20])=[CH:15][N:14]=1. The yield is 0.660. (2) The yield is 0.520. The reactants are Br[C:2]1[C:11]([Br:12])=[CH:10][C:5]2[O:6][CH2:7][CH2:8][O:9][C:4]=2[CH:3]=1.[C:13]([Cu])#[N:14].C([O-])([O-])=O.[K+].[K+]. The product is [Br:12][C:11]1[C:2]([C:13]#[N:14])=[CH:3][C:4]2[O:9][CH2:8][CH2:7][O:6][C:5]=2[CH:10]=1. The catalyst is CN(C)C=O. (3) The reactants are [CH2:1]([NH:4][CH:5]1[CH2:13][CH2:12][C:8]2[N:9]=[CH:10][S:11][C:7]=2[CH2:6]1)[CH2:2][CH3:3].O=[CH:15][CH2:16][CH2:17][CH2:18][NH:19][C:20]([N:22]1[CH2:27][CH2:26][N:25]([C:28]2[CH:33]=[CH:32][CH:31]=[CH:30][CH:29]=2)[CH2:24][CH2:23]1)=[O:21]. No catalyst specified. The product is [CH2:1]([N:4]([CH:5]1[CH2:13][CH2:12][C:8]2[N:9]=[CH:10][S:11][C:7]=2[CH2:6]1)[CH2:15][CH2:16][CH2:17][CH2:18][NH:19][C:20]([N:22]1[CH2:27][CH2:26][N:25]([C:28]2[CH:29]=[CH:30][CH:31]=[CH:32][CH:33]=2)[CH2:24][CH2:23]1)=[O:21])[CH2:2][CH3:3]. The yield is 0.680. (4) The reactants are O[CH:2]1[C:10]2[C:6](=[C:7]([C:13]([NH:15][CH2:16][CH2:17][N:18]3[C:26]4[CH2:25][CH2:24][CH2:23][CH2:22][C:21]=4[C:20]([C:27]([F:30])([F:29])[F:28])=[N:19]3)=[O:14])[S:8][C:9]=2[S:11][CH3:12])[CH2:5][CH2:4][CH2:3]1.FC(F)(F)C(O)=O.C([SiH](CC)CC)C.C(=O)([O-])O.[Na+]. The catalyst is C(#N)C. The product is [CH3:12][S:11][C:9]1[S:8][C:7]([C:13]([NH:15][CH2:16][CH2:17][N:18]2[C:26]3[CH2:25][CH2:24][CH2:23][CH2:22][C:21]=3[C:20]([C:27]([F:29])([F:28])[F:30])=[N:19]2)=[O:14])=[C:6]2[CH2:5][CH2:4][CH2:3][CH2:2][C:10]=12. The yield is 0.820.